This data is from Reaction yield outcomes from USPTO patents with 853,638 reactions. The task is: Predict the reaction yield, written as a fraction of the theoretical maximum amount of product (1.0 means a 100% yield; for example, 0.34 means a 34% yield). The reactants are [NH2:1][C:2]1[S:6][C:5]([S:7][C:8]2[C:17]3[C:12](=[CH:13][C:14]([O:21][CH3:22])=[C:15]([C:18]([NH2:20])=[O:19])[CH:16]=3)[N:11]=[CH:10][CH:9]=2)=[CH:4][CH:3]=1.C1([O:29][C:30](=O)[NH:31][C:32]2[S:33][CH:34]=[CH:35][N:36]=2)C=CC=CC=1.C(OCC)(=O)C.O. The catalyst is CS(C)=O.CO. The product is [CH3:22][O:21][C:14]1[CH:13]=[C:12]2[C:17]([C:8]([S:7][C:5]3[S:6][C:2]([NH:1][C:30]([NH:31][C:32]4[S:33][CH:34]=[CH:35][N:36]=4)=[O:29])=[CH:3][CH:4]=3)=[CH:9][CH:10]=[N:11]2)=[CH:16][C:15]=1[C:18]([NH2:20])=[O:19]. The yield is 0.380.